From a dataset of Forward reaction prediction with 1.9M reactions from USPTO patents (1976-2016). Predict the product of the given reaction. (1) The product is: [Cl:1][C:2]1[CH:7]=[C:6]([N+:8]([O-:10])=[O:9])[C:5]([F:11])=[CH:4][C:3]=1[O:12][CH3:13]. Given the reactants [Cl:1][C:2]1[CH:7]=[C:6]([N+:8]([O-:10])=[O:9])[C:5]([F:11])=[CH:4][C:3]=1[OH:12].[C:13](=O)([O-])[O-].[K+].[K+].IC.CN(C)C=O, predict the reaction product. (2) The product is: [N:38]([C:34]1[CH:33]=[CH:32][CH:31]=[C:30]2[C:35]=1[CH:36]=[CH:37][C:28]([O:27][C:18]1[C:17]3[C:22](=[CH:23][C:24]([O:25][CH3:26])=[C:15]([O:14][CH3:13])[CH:16]=3)[N:21]=[CH:20][CH:19]=1)=[CH:29]2)=[C:1]=[S:2]. Given the reactants [C:1](C1NC=CN=1)(C1NC=CN=1)=[S:2].[CH3:13][O:14][C:15]1[CH:16]=[C:17]2[C:22](=[CH:23][C:24]=1[O:25][CH3:26])[N:21]=[CH:20][CH:19]=[C:18]2[O:27][C:28]1[CH:29]=[C:30]2[C:35](=[CH:36][CH:37]=1)[C:34]([NH2:38])=[CH:33][CH:32]=[CH:31]2.CCN(CC)CC, predict the reaction product. (3) Given the reactants [OH:1][C:2]1[CH:3]=[N+:4]([O-])[CH:5]=[CH:6][CH:7]=1.[C:9]([CH2:11][C:12]([O:14][CH2:15][CH3:16])=[O:13])#[N:10].[CH3:17][C:18](OC(C)=O)=[O:19], predict the reaction product. The product is: [C:18]([O:1][C:2]1[C:3]([CH:11]([C:9]#[N:10])[C:12]([O:14][CH2:15][CH3:16])=[O:13])=[N:4][CH:5]=[CH:6][CH:7]=1)(=[O:19])[CH3:17]. (4) Given the reactants Cl.[NH2:2][C:3]([CH3:9])([CH3:8])[C:4]#[C:5][CH2:6][OH:7].C(N(CC)CC)C.N1C=CN=C1.[Si:22](Cl)([C:25]([CH3:28])([CH3:27])[CH3:26])([CH3:24])[CH3:23], predict the reaction product. The product is: [NH2:2][C:3]([CH3:9])([CH3:8])[C:4]#[C:5][CH2:6][O:7][Si:22]([C:25]([CH3:28])([CH3:27])[CH3:26])([CH3:24])[CH3:23]. (5) Given the reactants [Cl:1][C:2]1[CH:20]=[C:19]([O:21][CH2:22][CH:23]=[C:24]([Cl:26])[Cl:25])[CH:18]=[C:17]([Cl:27])[C:3]=1[O:4][CH2:5][CH2:6][CH2:7][O:8][C:9]1[CH:16]=[CH:15][C:12]([CH:13]=O)=[CH:11][CH:10]=1.[CH3:28][CH2:29][O:30][C:31]([CH2:33]P(OCC)(OCC)=O)=[O:32].C(N(C(C)C)C(C)C)C.[Cl-].[Li+], predict the reaction product. The product is: [CH2:29]([O:30][C:31](=[O:32])[CH:33]=[CH:13][C:12]1[CH:15]=[CH:16][C:9]([O:8][CH2:7][CH2:6][CH2:5][O:4][C:3]2[C:2]([Cl:1])=[CH:20][C:19]([O:21][CH2:22][CH:23]=[C:24]([Cl:26])[Cl:25])=[CH:18][C:17]=2[Cl:27])=[CH:10][CH:11]=1)[CH3:28]. (6) Given the reactants O[C@@H]([C@@H](CCCC1C=CC=CC=1)C(O)=O)C(N1CCOCC1)=O.C[O:25][C:26](=[O:48])[C@@H:27]([CH:37]([O:46][CH3:47])[C:38]([N:40]1[CH2:45][CH2:44][O:43][CH2:42][CH2:41]1)=[O:39])[CH2:28][CH2:29][CH2:30][C:31]1[CH:36]=[CH:35][CH:34]=[CH:33][CH:32]=1, predict the reaction product. The product is: [CH3:47][O:46][CH:37]([C@@H:27]([CH2:28][CH2:29][CH2:30][C:31]1[CH:32]=[CH:33][CH:34]=[CH:35][CH:36]=1)[C:26]([OH:48])=[O:25])[C:38]([N:40]1[CH2:45][CH2:44][O:43][CH2:42][CH2:41]1)=[O:39]. (7) Given the reactants [F:1][C:2]([F:18])([F:17])[C:3]1[CH:4]=[CH:5][C:6]([O:9][C:10]2[CH:15]=[CH:14][C:13]([OH:16])=[CH:12][CH:11]=2)=[N:7][CH:8]=1.[I-].[CH:20]([N:23]([CH3:32])[C:24](N1C=C[N+](C)=C1)=[O:25])([CH3:22])[CH3:21], predict the reaction product. The product is: [F:18][C:2]([F:1])([F:17])[C:3]1[CH:4]=[CH:5][C:6]([O:9][C:10]2[CH:11]=[CH:12][C:13]([O:16][C:24](=[O:25])[N:23]([CH:20]([CH3:22])[CH3:21])[CH3:32])=[CH:14][CH:15]=2)=[N:7][CH:8]=1.